Dataset: Full USPTO retrosynthesis dataset with 1.9M reactions from patents (1976-2016). Task: Predict the reactants needed to synthesize the given product. Given the product [I:1][C:2]1[CH:10]=[CH:9][C:5]([C:6]([NH:15][CH:46]2[CH2:47][CH2:48][CH2:49][CH2:50][N:45]2[CH3:44])=[O:8])=[CH:4][C:3]=1[O:11][CH3:12], predict the reactants needed to synthesize it. The reactants are: [I:1][C:2]1[CH:10]=[CH:9][C:5]([C:6]([OH:8])=O)=[CH:4][C:3]=1[O:11][CH3:12].C([N:15](C(C)C)C(C)C)C.CN(C(ON1N=NC2C=CC=CC1=2)=[N+](C)C)C.[B-](F)(F)(F)F.[CH3:44][N:45]1[CH2:50][CH2:49][CH:48](N)[CH2:47][CH2:46]1.